Dataset: Full USPTO retrosynthesis dataset with 1.9M reactions from patents (1976-2016). Task: Predict the reactants needed to synthesize the given product. (1) Given the product [OH:1][C@@H:2]([C:5]1[CH:10]=[C:9]([C:11]2[CH:12]=[CH:13][C:14]([O:17][C:18]3[CH:19]=[CH:20][C:21]([F:24])=[CH:22][CH:23]=3)=[CH:15][CH:16]=2)[N:8]=[C:7]([C:25]([NH:28][CH:29]([CH2:33][C:34]([NH2:36])=[O:35])[C:30]([NH2:32])=[O:31])=[O:26])[CH:6]=1)[CH2:3][OH:4], predict the reactants needed to synthesize it. The reactants are: [OH:1][C@@H:2]([C:5]1[CH:10]=[C:9]([C:11]2[CH:16]=[CH:15][C:14]([O:17][C:18]3[CH:23]=[CH:22][C:21]([F:24])=[CH:20][CH:19]=3)=[CH:13][CH:12]=2)[N:8]=[C:7]([C:25](O)=[O:26])[CH:6]=1)[CH2:3][OH:4].[NH2:28][C@@H:29]([CH2:33][C:34]([NH2:36])=[O:35])[C:30]([NH2:32])=[O:31].CCN(C(C)C)C(C)C.CN(C(ON1N=NC2C=CC=CC1=2)=[N+](C)C)C.F[P-](F)(F)(F)(F)F. (2) Given the product [CH3:1][O:2][C:3]1[CH:4]=[CH:5][C:6]([NH:9][C:10]2[C:14]([CH3:15])=[CH:13][N:12]([C:16]3[CH:21]=[CH:20][CH:19]=[CH:18][CH:17]=3)[N:11]=2)=[CH:7][CH:8]=1, predict the reactants needed to synthesize it. The reactants are: [CH3:1][O:2][C:3]1[CH:8]=[CH:7][C:6]([NH:9][C:10]2[CH:14]([CH3:15])[CH2:13][N:12]([C:16]3[CH:21]=[CH:20][CH:19]=[CH:18][CH:17]=3)[N:11]=2)=[CH:5][CH:4]=1.